This data is from Full USPTO retrosynthesis dataset with 1.9M reactions from patents (1976-2016). The task is: Predict the reactants needed to synthesize the given product. (1) Given the product [C:17]([O:20][CH2:21][C:22]1[C:23]([N:37]2[CH2:49][CH2:48][N:40]3[C:41]4[CH2:42][CH2:43][CH2:44][CH2:45][C:46]=4[CH:47]=[C:39]3[C:38]2=[O:50])=[N:24][CH:25]=[CH:26][C:27]=1[C:2]1[CH:3]=[C:4]([NH:10][C:11]2[CH:16]=[N:15][CH:14]=[CH:13][N:12]=2)[C:5](=[O:9])[N:6]([CH3:8])[CH:7]=1)(=[O:19])[CH3:18], predict the reactants needed to synthesize it. The reactants are: Br[C:2]1[CH:3]=[C:4]([NH:10][C:11]2[CH:16]=[N:15][CH:14]=[CH:13][N:12]=2)[C:5](=[O:9])[N:6]([CH3:8])[CH:7]=1.[C:17]([O:20][CH2:21][C:22]1[C:23]([N:37]2[CH2:49][CH2:48][N:40]3[C:41]4[CH2:42][CH2:43][CH2:44][CH2:45][C:46]=4[CH:47]=[C:39]3[C:38]2=[O:50])=[N:24][CH:25]=[CH:26][C:27]=1B1OC(C)(C)C(C)(C)O1)(=[O:19])[CH3:18].C([O-])(=O)C.[Na+].C(#N)C. (2) Given the product [CH3:30][O:29][C:26]1[CH:27]=[CH:28][C:23]([S:20]([C:17]2[CH:18]=[CH:19][C:14]([CH:11]3[CH2:12][CH2:13][NH:9][CH2:10]3)=[C:15]([CH3:31])[CH:16]=2)(=[O:22])=[O:21])=[CH:24][CH:25]=1, predict the reactants needed to synthesize it. The reactants are: Cl.C(OC([N:9]1[CH2:13][CH2:12][CH:11]([C:14]2[CH:19]=[CH:18][C:17]([S:20]([C:23]3[CH:28]=[CH:27][C:26]([O:29][CH3:30])=[CH:25][CH:24]=3)(=[O:22])=[O:21])=[CH:16][C:15]=2[CH3:31])[CH2:10]1)=O)(C)(C)C.[OH-].[Na+].